Dataset: Reaction yield outcomes from USPTO patents with 853,638 reactions. Task: Predict the reaction yield, written as a fraction of the theoretical maximum amount of product (1.0 means a 100% yield; for example, 0.34 means a 34% yield). (1) The reactants are C(OC([N:8]1[CH2:12][CH2:11][CH2:10][C@@H:9]1[CH2:13][O:14][C:15]1[CH:20]=[CH:19][C:18]([O:21][C:22]2[CH:27]=[CH:26][CH:25]=[CH:24][CH:23]=2)=[CH:17][CH:16]=1)=O)(C)(C)C.Cl. The catalyst is O1CCOCC1. The product is [O:21]([C:18]1[CH:19]=[CH:20][C:15]([O:14][CH2:13][C@H:9]2[CH2:10][CH2:11][CH2:12][NH:8]2)=[CH:16][CH:17]=1)[C:22]1[CH:23]=[CH:24][CH:25]=[CH:26][CH:27]=1. The yield is 0.950. (2) The reactants are FC(F)(F)S(O[C:7]1[C:8]([CH3:18])=[N:9][C:10]2[C:15]([CH:16]=1)=[CH:14][N:13]=[C:12]([Cl:17])[CH:11]=2)(=O)=O.[F:21][C:22]1[CH:28]=[C:27]([CH3:29])[C:26](B2OC(C)(C)C(C)(C)O2)=[CH:25][C:23]=1[NH2:24].C([O-])([O-])=O.[K+].[K+].CCOC(C)=O. The catalyst is O1CCOCC1.O.C1C=CC([P]([Pd]([P](C2C=CC=CC=2)(C2C=CC=CC=2)C2C=CC=CC=2)([P](C2C=CC=CC=2)(C2C=CC=CC=2)C2C=CC=CC=2)[P](C2C=CC=CC=2)(C2C=CC=CC=2)C2C=CC=CC=2)(C2C=CC=CC=2)C2C=CC=CC=2)=CC=1. The product is [Cl:17][C:12]1[CH:11]=[C:10]2[C:15]([CH:16]=[C:7]([C:26]3[C:27]([CH3:29])=[CH:28][C:22]([F:21])=[C:23]([CH:25]=3)[NH2:24])[C:8]([CH3:18])=[N:9]2)=[CH:14][N:13]=1. The yield is 0.610. (3) The reactants are [CH3:1][N:2]1[CH2:7][CH2:6][N:5]([C:8]2[CH:13]=[CH:12][C:11]([NH:14][C:15]3[N:20]=[C:19]([NH:21][C:22]4[CH:23]=[C:24]([CH2:28][C:29]#[N:30])[CH:25]=[CH:26][CH:27]=4)[CH:18]=[CH:17][N:16]=3)=[CH:10][C:9]=2[C:31]([F:34])([F:33])[F:32])[CH2:4][CH2:3]1.[CH3:35][S:36]([OH:39])(=[O:38])=[O:37]. The catalyst is CC(C)=O. The product is [CH3:35][S:36]([OH:39])(=[O:38])=[O:37].[CH3:1][N:2]1[CH2:7][CH2:6][N:5]([C:8]2[CH:13]=[CH:12][C:11]([NH:14][C:15]3[N:20]=[C:19]([NH:21][C:22]4[CH:23]=[C:24]([CH2:28][C:29]#[N:30])[CH:25]=[CH:26][CH:27]=4)[CH:18]=[CH:17][N:16]=3)=[CH:10][C:9]=2[C:31]([F:33])([F:34])[F:32])[CH2:4][CH2:3]1. The yield is 0.740. (4) The reactants are CO[C:3]1[CH:4]=C2C(=C[CH:12]=1)C=NC(C(O)=O)=C2.C[O:17][C:18]([CH:20]1[CH2:29][C:28]2[C:23](=[CH:24][CH:25]=[C:26]([OH:30])[CH:27]=2)[CH2:22][N:21]1C(OC(C)(C)C)=O)=[O:19]. No catalyst specified. The product is [CH:3]([O:30][C:26]1[CH:27]=[C:28]2[C:23](=[CH:24][CH:25]=1)[CH2:22][NH:21][CH:20]([C:18]([OH:17])=[O:19])[CH2:29]2)([CH3:4])[CH3:12]. The yield is 0.0910. (5) The product is [CH3:15][O:14][C:1](=[O:13])[C:2]1[CH:12]=[C:9]([O:10][CH3:11])[C:7]([O:8][CH2:27][C:25]([O:24][CH2:23][CH3:22])=[O:26])=[C:4]([O:5][CH3:6])[CH:3]=1. The catalyst is CC(C)=O. The reactants are [C:1]([O:14][CH3:15])(=[O:13])[C:2]1[CH:12]=[C:9]([O:10][CH3:11])[C:7]([OH:8])=[C:4]([O:5][CH3:6])[CH:3]=1.C([O-])([O-])=O.[K+].[K+].[CH3:22][CH2:23][O:24][C:25]([CH2:27]Br)=[O:26]. The yield is 0.750. (6) The reactants are [CH3:1][O:2][C:3]1[CH:4]=[C:5]2[C:10](=[CH:11][C:12]=1[O:13][CH3:14])[N:9]=[CH:8][N:7]=[C:6]2[O:15][C:16]1[CH:22]=[CH:21][C:19]([NH2:20])=[CH:18][CH:17]=1.Cl[C:24](Cl)([O:26][C:27](=[O:33])OC(Cl)(Cl)Cl)Cl.[CH:35]1(CO)[CH2:37][CH2:36]1.C(=O)(O)[O-].[Na+]. The catalyst is C(Cl)Cl.C(N(CC)CC)C.C1(C)C=CC=CC=1. The product is [CH3:1][O:2][C:3]1[CH:4]=[C:5]2[C:10](=[CH:11][C:12]=1[O:13][CH3:14])[N:9]=[CH:8][N:7]=[C:6]2[O:15][C:16]1[CH:22]=[CH:21][C:19]([NH:20][C:27](=[O:33])[O:26][CH2:24][CH:35]2[CH2:37][CH2:36]2)=[CH:18][CH:17]=1. The yield is 0.750.